From a dataset of Experimentally validated miRNA-target interactions with 360,000+ pairs, plus equal number of negative samples. Binary Classification. Given a miRNA mature sequence and a target amino acid sequence, predict their likelihood of interaction. (1) The protein sequence of the target gene is MNIFRLTGDLSHLAAIVILLLKIWKTRSCAGISGKSQLLFALVFTTRYLDLFTSFISLYNTSMKLIYIACSYATVYLIYMKFKATYDGNHDTFRVEFLVVPVGGLSFLVNHDFSPLEILWTFSIYLESVAILPQLFMISKTGEAETITTHYLFFLGLYRALYLVNWIWRFYFEGFFDLIAVVAGVVQTILYCDFFYLYITKVLKGKKLSLPA. Result: 0 (no interaction). The miRNA is hsa-miR-6750-5p with sequence CAGGGAACAGCUGGGUGAGCUGCU. (2) The miRNA is mmu-miR-384-3p with sequence AUUCCUAGAAAUUGUUCACAAU. The protein sequence of the target gene is MSGVWGAGGPRCQEALAVLASLCRARPPPLGLDVETCRSFELQPPERSPSAAGAGTSVSLLAVVVIVCGVALVAVFLFLFWKLCWMPWRNKEASSPSSANPPLEALQSPSFRGNMADKLKDPSTLGFLEAAVKISHTSPDIPAEVQMSVKEHIMRHTRLQRQTTEPASSTRHTSFKRHLPRQMHVSSVDYGNELPPAAEQPTSIGRIKPELYKQKSVDGEDAKSEATKSCGKINFSLRYDYETETLIVRILKAFDLPAKDFCGSSDPYVKIYLLPDRKCKLQTRVHRKTLNPTFDENFHF.... Result: 0 (no interaction). (3) The miRNA is mmu-miR-5112 with sequence UAGCUCAGCGGGAGAGCAC. The protein sequence of the target gene is MARADTGRGLLVLTFCLLSARGELPLPQETTVKLSCDEGPLQVILGPEQAVVLDCTLGATAAGPPTRVTWSKDGDTVLEHENLHLLPNGSLWLSSPLEQEDSDDEEALRIWKVTEGSYSCLAHSPLGVVASQVAVVKLATLEDFSLHPESQIVEENGTARFECHTKGLPAPIITWEKDQVTVPEESRLITLPNGVLQILDVQDSDAGSYRCVATNSARQRFSQEASLTVALRGSLEATRGQDVVIVAAPENTTVVSGQSVVMECVASADPTPFVSWVRQDGKPISTDVIVLGRTNLLIAS.... Result: 1 (interaction). (4) The miRNA is hsa-miR-6888-3p with sequence AUCUGUCUCGAUUGUUUCCAG. The protein sequence of the target gene is MLRQCARWVLTRTRFGRGCRRYGSCSPSASGDAGEARAYFTTPIFYVNAAPHIGHLYSALLADALCRHRRLRVPGSASTRFSTGTDEHGLKIQQAAATAGLAPIELCDRVSAQFLQLFREADISSTDFIRTTEARHRVAVQHFWGVLEARGLLYKGIYEGWYCASDECFLPEAKVTRQVGPSGDPCPVSLESGHPVSWTKEENYIFKLSQFREPLQRWLGNNPQAITPEPFHQAVLQWLEEELPDLSVSRRSSHLHWGIPVPGDDSQTIYVWLDALVNYLTVVGYPDADFKSWWPATSHI.... Result: 0 (no interaction). (5) Result: 0 (no interaction). The miRNA is hsa-miR-8083 with sequence CAGGACUUGACGGCUGCAACU. The protein sequence of the target gene is MGLYGQACPSVTSLRMTSELESSLTSMDWLPQLTMRAAIQKSDATQNAHGTGISKKNALLDPNTTLDQEEVQQHKDGKPPYSYASLITFAINSSPKKKMTLSEIYQWICDNFPYYREAGSGWKNSIRHNLSLNKCFLKVPRSKDDPGKGSYWAIDTNPKEDTLPTRPKKRARSVERASTPYSIDSDSLGMECIISGSASPTLAINTVTNKVTLYNADQDGSDSPRSSLNNSLSDQSLASVNLNSVGSVHSYTPVTNHPEPVSQPLTPQQQQQPQYNLPEREKQLLFTEYNFEDLSASFRS.... (6) The miRNA is hsa-miR-5583-5p with sequence AAACUAAUAUACCCAUAUUCUG. The protein sequence of the target gene is MDTTRYSKWGGSSEEVPGGPWGRWVHWSRRPLFLALAVLVTTVLWAVILSILLSKASTERAALLDGHDLLRTNASKQTAALGALKEEVGDCHSCCSGTQAQLQTTRAELGEAQAKLMEQESALRELRERVTQGLAEAGRGREDVRTELFRALEAVRLQNNSCEPCPTSWLSFEGSCYFFSVPKTTWAAAQDHCADASAHLVIVGGLDEQGFLTRNTRGRGYWLGLRAVRHLGKVQGYQWVDGVSLSFSHWNQGEPNDAWGRENCVMMLHTGLWNDAPCDSEKDGWICEKRHNC. Result: 0 (no interaction). (7) The protein sequence of the target gene is MAEHGAHFTAASVADDQPSIFEVVAQDSLMTAVRPALQHVVKVLAESNPTHYGFLWRWFDEIFTLLDLLLQQHYLSRTSASFSENFYGLKRIVMGDTHKSQRLASAGLPKQQLWKSIMFLVLLPYLKVKLEKLVSSLREEDEYSIHPPSSRWKRFYRAFLAAYPFVNMAWEGWFLVQQLRYILGKAQHHSPLLRLAGVQLGRLTVQDIQALEHKPAKASMMQQPARSVSEKINSALKKAVGGVALSLSTGLSVGVFFLQFLDWWYSSENQETIKSLTALPTPPPPVHLDYNSDSPLLPKM.... Result: 0 (no interaction). The miRNA is hsa-miR-2276-5p with sequence GCCCUCUGUCACCUUGCAGACG. (8) The miRNA is hsa-miR-6130 with sequence UGAGGGAGUGGAUUGUAUG. The protein sequence of the target gene is MSTSTSCPIPGGRDQLPDCYSTTPGGTLYATTPGGTRIIYDRKFLLECKNSPIARTPPCCLPQIPGVTTPPTAPLSKLEELKEQETEEEIPDDAQFEMDI. Result: 1 (interaction). (9) The protein sequence of the target gene is MRVRIGLTLLLCAVLLSLASASSDEEGSQDESLDSKTTLTSDESVKDHTTAGRVVAGQIFLDSEESELESSIQEEEDSLKSQEGESVTEDISFLESPNPENKDYEEPKKVRKPALTAIEGTAHGEPCHFPFLFLDKEYDECTSDGREDGRLWCATTYDYKADEKWGFCETEEEAAKRRQMQEAEMMYQTGMKILNGSNKKSQKREAYRYLQKAASMNHTKALERVSYALLFGDYLPQNIQAAREMFEKLTEEGSPKGQTALGFLYASGLGVNSSQAKALVYYTFGALGGNLIAHMVLGYR.... Result: 0 (no interaction). The miRNA is hsa-miR-524-3p with sequence GAAGGCGCUUCCCUUUGGAGU.